From a dataset of Full USPTO retrosynthesis dataset with 1.9M reactions from patents (1976-2016). Predict the reactants needed to synthesize the given product. (1) Given the product [F:15][C:9]1([CH2:8][C@H:7]([NH:16][C:17](=[O:18])[O:19][C:20]([CH3:23])([CH3:22])[CH3:21])[CH2:6][NH:25][CH3:24])[CH2:14][CH2:13][CH2:12][CH2:11][CH2:10]1, predict the reactants needed to synthesize it. The reactants are: CS(O[CH2:6][C@@H:7]([NH:16][C:17]([O:19][C:20]([CH3:23])([CH3:22])[CH3:21])=[O:18])[CH2:8][C:9]1([F:15])[CH2:14][CH2:13][CH2:12][CH2:11][CH2:10]1)(=O)=O.[CH3:24][NH2:25]. (2) The reactants are: [OH:1][C:2]1[C:6]2[CH:7]=[N:8][CH:9]=[CH:10][C:5]=2[O:4][C:3]=1[C:11]([O:13][CH2:14][CH3:15])=[O:12].[F:16][C:17]([F:36])([F:35])[S:18](N([S:18]([C:17]([F:36])([F:35])[F:16])(=[O:20])=[O:19])C1C=CC=CC=1)(=[O:20])=[O:19].C(N(CC)C(C)C)(C)C. Given the product [F:16][C:17]([F:36])([F:35])[S:18]([O:1][C:2]1[C:6]2[CH:7]=[N:8][CH:9]=[CH:10][C:5]=2[O:4][C:3]=1[C:11]([O:13][CH2:14][CH3:15])=[O:12])(=[O:20])=[O:19], predict the reactants needed to synthesize it. (3) Given the product [N:1]1[CH:6]=[CH:5][CH:4]=[CH:3][C:2]=1[C:7]([Cl:10])=[NH:8], predict the reactants needed to synthesize it. The reactants are: [N:1]1[CH:6]=[CH:5][CH:4]=[CH:3][C:2]=1[CH:7]=[N:8]O.[Cl:10]NC(=O)CCC(N)=O. (4) Given the product [Br:1][C:2]1[CH:7]=[CH:6][C:5]([CH2:8][NH:9][C:19](=[O:20])[C:18]2[CH:22]=[CH:23][C:15]([C:11]([CH3:13])([CH3:12])[CH3:14])=[CH:16][CH:17]=2)=[C:4]([F:10])[CH:3]=1, predict the reactants needed to synthesize it. The reactants are: [Br:1][C:2]1[CH:7]=[CH:6][C:5]([CH2:8][NH2:9])=[C:4]([F:10])[CH:3]=1.[C:11]([C:15]1[CH:23]=[CH:22][C:18]([C:19](Cl)=[O:20])=[CH:17][CH:16]=1)([CH3:14])([CH3:13])[CH3:12].C(N(CC)CC)C. (5) Given the product [CH3:51][O:52][C:38](=[O:39])[C:35]1[CH:34]=[CH:33][C:32]([C:31]#[C:30]/[CH:29]=[CH:28]/[C:25]2[CH:24]=[CH:23][CH:22]=[CH:27][CH:26]=2)=[CH:37][CH:36]=1, predict the reactants needed to synthesize it. The reactants are: I/C=C/C1C=CC=CC=1.COC(=O)[C@@H](NC(=O)[C:22]1[CH:27]=[CH:26][C:25]([C:28]#[C:29]/[CH:30]=[CH:31]/[C:32]2[CH:37]=[CH:36][C:35]([CH2:38][OH:39])=[CH:34][CH:33]=2)=[CH:24][CH:23]=1)CNC(=O)CBr.CCN(CC)CC.C1C[O:52][CH2:51]C1. (6) Given the product [Cl:1][C:2]1[CH:3]=[C:4]([NH:19][C:20]2[C:30]3[CH:29]=[C:28]([C:31]([NH:34][CH2:35][CH:36]([OH:39])[CH2:37][OH:38])=[O:33])[CH2:27][CH2:26][NH:25][C:24]=3[N:23]=[CH:22][N:21]=2)[CH:5]=[CH:6][C:7]=1[O:8][C:9]1[CH:14]=[CH:13][CH:12]=[C:11]([C:15]([F:16])([F:18])[F:17])[CH:10]=1, predict the reactants needed to synthesize it. The reactants are: [Cl:1][C:2]1[CH:3]=[C:4]([NH:19][C:20]2[C:30]3[CH:29]=[C:28]([C:31]([OH:33])=O)[CH2:27][CH2:26][NH:25][C:24]=3[N:23]=[CH:22][N:21]=2)[CH:5]=[CH:6][C:7]=1[O:8][C:9]1[CH:14]=[CH:13][CH:12]=[C:11]([C:15]([F:18])([F:17])[F:16])[CH:10]=1.[NH2:34][CH2:35][CH:36]([OH:39])[CH2:37][OH:38].Cl.C(N=C=NCCCN(C)C)C.O.ON1C2C=CC=CC=2N=N1. (7) Given the product [Si:34]([O:11][CH:10]([C:12]1([C:15]([O:17][CH2:18][CH3:19])=[O:16])[CH2:13][CH2:14]1)[CH:9]([N:8]([CH2:1][C:2]1[CH:3]=[CH:4][CH:5]=[CH:6][CH:7]=1)[CH2:21][C:22]1[CH:23]=[CH:24][CH:25]=[CH:26][CH:27]=1)[CH3:20])([C:37]([CH3:40])([CH3:39])[CH3:38])([CH3:36])[CH3:35], predict the reactants needed to synthesize it. The reactants are: [CH2:1]([N:8]([CH2:21][C:22]1[CH:27]=[CH:26][CH:25]=[CH:24][CH:23]=1)[CH:9]([CH3:20])[CH:10]([C:12]1([C:15]([O:17][CH2:18][CH3:19])=[O:16])[CH2:14][CH2:13]1)[OH:11])[C:2]1[CH:7]=[CH:6][CH:5]=[CH:4][CH:3]=1.FC(F)(F)S(O[Si:34]([C:37]([CH3:40])([CH3:39])[CH3:38])([CH3:36])[CH3:35])(=O)=O.CC1C=CC=C(C)N=1.O.